This data is from Full USPTO retrosynthesis dataset with 1.9M reactions from patents (1976-2016). The task is: Predict the reactants needed to synthesize the given product. (1) Given the product [O:1]=[CH:2][C:3]([N:16]1[C:24]2[C:19](=[C:20]([NH:25][C:26](=[O:32])[O:27][C:28]([CH3:31])([CH3:30])[CH3:29])[CH:21]=[CH:22][CH:23]=2)[CH:18]=[N:17]1)([C:6]1[CH:11]=[CH:10][C:9]([C:12]([F:14])([F:13])[F:15])=[CH:8][CH:7]=1)[CH2:4][CH3:5], predict the reactants needed to synthesize it. The reactants are: [OH:1][CH2:2][C:3]([N:16]1[C:24]2[C:19](=[C:20]([NH:25][C:26](=[O:32])[O:27][C:28]([CH3:31])([CH3:30])[CH3:29])[CH:21]=[CH:22][CH:23]=2)[CH:18]=[N:17]1)([C:6]1[CH:11]=[CH:10][C:9]([C:12]([F:15])([F:14])[F:13])=[CH:8][CH:7]=1)[CH2:4][CH3:5].CC(OI1(OC(C)=O)(OC(C)=O)OC(=O)C2C=CC=CC1=2)=O. (2) Given the product [CH3:27][N:24]1[CH2:25][CH2:26][N:21]([S:18]([C:15]2[CH:14]=[CH:13][C:12]([NH:10][C:7]3[N:8]=[CH:9][C:4]([N+:1]([O-:3])=[O:2])=[CH:5][N:6]=3)=[CH:17][CH:16]=2)(=[O:20])=[O:19])[CH2:22][CH2:23]1, predict the reactants needed to synthesize it. The reactants are: [N+:1]([C:4]1[CH:5]=[N:6][C:7]([NH2:10])=[N:8][CH:9]=1)([O-:3])=[O:2].Br[C:12]1[CH:17]=[CH:16][C:15]([S:18]([N:21]2[CH2:26][CH2:25][N:24]([CH3:27])[CH2:23][CH2:22]2)(=[O:20])=[O:19])=[CH:14][CH:13]=1.CC(C)([O-])C.[K+]. (3) Given the product [NH2:6][CH2:39][C:36]1[C:37](=[O:38])[N:32]([CH2:31][C:30]2[CH:53]=[CH:54][CH:55]=[CH:56][C:29]=2[Cl:28])[N:33]=[C:34]([C:45]2[CH:50]=[CH:49][C:48]([F:51])=[C:47]([CH3:52])[CH:46]=2)[CH:35]=1, predict the reactants needed to synthesize it. The reactants are: C(C1C(=O)[N:6](CC2C=CC(F)=C(F)C=2)N=C(C2C=CC(F)=C(C)C=2)C=1)(O)=O.[Cl:28][C:29]1[CH:56]=[CH:55][CH:54]=[CH:53][C:30]=1[CH2:31][N:32]1[C:37](=[O:38])[C:36]([CH2:39]OS(C)(=O)=O)=[CH:35][C:34]([C:45]2[CH:50]=[CH:49][C:48]([F:51])=[C:47]([CH3:52])[CH:46]=2)=[N:33]1.FC1C=C(C=CC=1F)CN1C(=O)C(CO)=CC(C2C=CC(F)=C(C)C=2)=N1. (4) Given the product [NH:10]1[C:11]2[CH:16]=[CH:15][CH:14]=[CH:13][C:12]=2[N:8]=[C:9]1[C:17]1[C:25]2[C:20](=[CH:21][CH:22]=[C:23]([NH:26][C:27]([CH:29]3[CH2:30][CH2:31][C:32]([F:36])([F:35])[CH2:33][CH2:34]3)=[O:28])[CH:24]=2)[NH:19][N:18]=1, predict the reactants needed to synthesize it. The reactants are: C(O)(C(F)(F)F)=O.[NH:8]1[C:12]2[CH:13]=[CH:14][CH:15]=[CH:16][C:11]=2[N:10]=[C:9]1[C:17]1[C:25]2[C:20](=[CH:21][CH:22]=[C:23]([NH:26][C:27]([CH:29]3[CH2:34][CH2:33][C:32]([F:36])([F:35])[CH2:31][CH2:30]3)=[O:28])[CH:24]=2)[N:19](C2CCCCO2)[N:18]=1. (5) Given the product [CH3:20][O:21][C:22]1[CH:18]=[CH:19][C:5]([C:2]([OH:8])=[O:4])=[CH:16][N:17]=1, predict the reactants needed to synthesize it. The reactants are: C[C:2]([CH3:5])([O-:4])C.[K+].C[OH:8].ClC1N=CC([C:16]#[N:17])=CC=1.[CH2:18]1[CH2:22][O:21][CH2:20][CH2:19]1.